Predict the product of the given reaction. From a dataset of Forward reaction prediction with 1.9M reactions from USPTO patents (1976-2016). (1) Given the reactants [CH3:1][N:2]1[CH2:7][CH2:6][C:5]([C:13]2[CH:18]=[CH:17][C:16]([Cl:19])=[C:15]([Cl:20])[CH:14]=2)([C:8](OCC)=[O:9])[CH2:4][CH2:3]1.Cl, predict the reaction product. The product is: [CH3:1][N:2]1[CH2:3][CH2:4][C:5]([CH2:8][OH:9])([C:13]2[CH:18]=[CH:17][C:16]([Cl:19])=[C:15]([Cl:20])[CH:14]=2)[CH2:6][CH2:7]1. (2) The product is: [Cl:20][C:21]1[CH:27]=[C:26]2[C:24](=[C:23]([F:28])[CH:22]=1)[N:25]=[CH:10][CH:9]=[CH:14]2. Given the reactants S(=O)(=O)(O)O.[N+]([C:9]1[CH:10]=C(S([O-])(=O)=O)C=C[CH:14]=1)([O-])=O.[Na+].[Cl:20][C:21]1[CH:27]=[CH:26][C:24]([NH2:25])=[C:23]([F:28])[CH:22]=1.[OH-].[NH4+], predict the reaction product. (3) Given the reactants [F:1][C:2]1[CH:24]=[C:23]([N+:25]([O-:27])=[O:26])[CH:22]=[CH:21][C:3]=1[O:4][C:5]1[N:10]=[CH:9][N:8]=[C:7]([NH:11]CC2C=CC(OC)=CC=2)[CH:6]=1.C1(OC)C=CC=CC=1, predict the reaction product. The product is: [F:1][C:2]1[CH:24]=[C:23]([N+:25]([O-:27])=[O:26])[CH:22]=[CH:21][C:3]=1[O:4][C:5]1[N:10]=[CH:9][N:8]=[C:7]([NH2:11])[CH:6]=1. (4) Given the reactants C([O:5][C:6](=[O:30])[CH2:7][O:8][CH2:9][CH:10]([O:21][C:22](=O)[C:23]1[CH:28]=[CH:27][CH:26]=[CH:25][CH:24]=1)[CH2:11][O:12][C:13](=O)[C:14]1[CH:19]=[CH:18][CH:17]=[CH:16][CH:15]=1)(C)(C)C.FC(F)(F)C(O)=O, predict the reaction product. The product is: [CH2:22]([O:21][CH:10]([CH2:11][O:12][CH2:13][C:14]1[CH:15]=[CH:16][CH:17]=[CH:18][CH:19]=1)[CH2:9][O:8][CH2:7][C:6]([OH:30])=[O:5])[C:23]1[CH:24]=[CH:25][CH:26]=[CH:27][CH:28]=1. (5) Given the reactants [CH2:1]([CH:8]([C:14](=O)[CH2:15][C:16]([O:18][CH2:19][CH3:20])=[O:17])[C:9]([O:11]CC)=O)[C:2]1[CH:7]=[CH:6][CH:5]=[CH:4][CH:3]=1.[CH2:22]([N:24]([C:36]1[CH:41]=[CH:40][CH:39]=[CH:38][CH:37]=1)[S:25]([C:28]1[CH:29]=[N:30][C:31]([NH:34][NH2:35])=[CH:32][CH:33]=1)(=[O:27])=[O:26])[CH3:23].C([O-])(=O)C, predict the reaction product. The product is: [CH2:1]([C:8]1[C:9](=[O:11])[N:34]([C:31]2[CH:32]=[CH:33][C:28]([S:25](=[O:27])(=[O:26])[N:24]([CH2:22][CH3:23])[C:36]3[CH:41]=[CH:40][CH:39]=[CH:38][CH:37]=3)=[CH:29][N:30]=2)[NH:35][C:14]=1[CH2:15][C:16]([O:18][CH2:19][CH3:20])=[O:17])[C:2]1[CH:3]=[CH:4][CH:5]=[CH:6][CH:7]=1. (6) Given the reactants [C:1]1([S:7]([N:10]2[CH2:14][CH2:13][CH2:12][C@H:11]2[CH2:15][OH:16])(=[O:9])=[O:8])[CH:6]=[CH:5][CH:4]=[CH:3][CH:2]=1.[OH:17][C:18]1[CH:25]=[CH:24][CH:23]=[C:22](O)[C:19]=1[CH:20]=[O:21].C1C=CC(P(C2C=CC=CC=2)C2C=CC=CC=2)=CC=1.CC(OC(/N=N/C(OC(C)C)=O)=O)C, predict the reaction product. The product is: [OH:17][C:18]1[CH:25]=[CH:24][CH:23]=[C:22]([O:16][CH2:15][C@@H:11]2[CH2:12][CH2:13][CH2:14][N:10]2[S:7]([C:1]2[CH:2]=[CH:3][CH:4]=[CH:5][CH:6]=2)(=[O:8])=[O:9])[C:19]=1[CH:20]=[O:21].